Dataset: Catalyst prediction with 721,799 reactions and 888 catalyst types from USPTO. Task: Predict which catalyst facilitates the given reaction. (1) Reactant: [Cl:1][C:2]1[C:7]2[S:8][C:9]([C:11]([O:13]C)=[O:12])=[CH:10][C:6]=2[CH:5]=[C:4]([C:15]([F:18])([F:17])[F:16])[CH:3]=1.O.[OH-].[Li+].O. Product: [Cl:1][C:2]1[C:7]2[S:8][C:9]([C:11]([OH:13])=[O:12])=[CH:10][C:6]=2[CH:5]=[C:4]([C:15]([F:18])([F:16])[F:17])[CH:3]=1. The catalyst class is: 5. (2) Reactant: [CH2:1]([CH:4]([CH2:8][CH2:9][CH3:10])[C:5]([OH:7])=O)[CH2:2][CH3:3].C(Cl)(=O)[C:12]([Cl:14])=O.[N+](=C)=[N-].Cl.O1CCOCC1. Product: [Cl:14][CH2:12][C:5](=[O:7])[CH:4]([CH2:1][CH2:2][CH3:3])[CH2:8][CH2:9][CH3:10]. The catalyst class is: 139. (3) Reactant: [CH3:1][C:2]1[C:14]([N+:15]([O-:17])=[O:16])=[C:13]([CH3:18])[C:12]2[C:11]3[C:6](=[CH:7][CH:8]=[CH:9][CH:10]=3)[NH:5][C:4]=2[CH:3]=1.[C:19](=[O:22])([O-])[O-:20].[Cs+].[Cs+].I[CH:26]([CH3:28])[CH3:27]. Product: [CH3:1][CH2:2][O:20][C:19]([CH3:26])=[O:22].[CH3:12][CH2:4][CH2:3][CH:2]([CH3:14])[CH3:1].[CH3:1][C:2]1[C:14]([N+:15]([O-:17])=[O:16])=[C:13]([CH3:18])[C:12]2[C:11]3[C:6](=[CH:7][CH:8]=[CH:9][CH:10]=3)[N:5]([CH:26]([CH3:28])[CH3:27])[C:4]=2[CH:3]=1. The catalyst class is: 3.